This data is from Reaction yield outcomes from USPTO patents with 853,638 reactions. The task is: Predict the reaction yield, written as a fraction of the theoretical maximum amount of product (1.0 means a 100% yield; for example, 0.34 means a 34% yield). The reactants are [N-:1]=[N+:2]=[N-:3].[Na+].[CH3:5][O:6][C:7]1([O:33][CH3:34])[CH2:12][CH2:11][N:10]([C:13]2[CH:18]=[CH:17][C:16]([N:19]3[CH2:23][C@@H:22]([CH2:24]CS([O-])(=O)=O)[O:21][C:20]3=[O:30])=[CH:15][CH:14]=2)[CH2:9][C:8]1([F:32])[F:31]. The catalyst is CN(C)C=O. The product is [CH3:34][O:33][C:7]1([O:6][CH3:5])[CH2:12][CH2:11][N:10]([C:13]2[CH:18]=[CH:17][C:16]([N:19]3[CH2:23][C@@H:22]([CH2:24][N:1]=[N+:2]=[N-:3])[O:21][C:20]3=[O:30])=[CH:15][CH:14]=2)[CH2:9][C:8]1([F:31])[F:32]. The yield is 0.880.